From a dataset of Full USPTO retrosynthesis dataset with 1.9M reactions from patents (1976-2016). Predict the reactants needed to synthesize the given product. (1) Given the product [CH3:13][O:14][C:15]1[CH:20]=[C:19]([N+:21]([O-:23])=[O:22])[CH:18]=[CH:17][C:16]=1[N:24]=[C:25]1[N:9]([CH2:8][CH:2]2[CH2:7][CH2:6][CH2:5][CH2:4][CH2:3]2)[CH2:10][CH2:11][S:26]1, predict the reactants needed to synthesize it. The reactants are: [Cl-].[CH:2]1([CH2:8][NH2+:9][CH2:10][CH2:11]Cl)[CH2:7][CH2:6][CH2:5][CH2:4][CH2:3]1.[CH3:13][O:14][C:15]1[CH:20]=[C:19]([N+:21]([O-:23])=[O:22])[CH:18]=[CH:17][C:16]=1[N:24]=[C:25]=[S:26]. (2) Given the product [Cl:1][C:2]1[CH:7]=[C:6]([C:8]([F:10])([F:11])[F:9])[CH:5]=[C:4]([Cl:12])[C:3]=1[NH:13][N:14]=[C:15]([CH2:18][C:19]#[N:20])[C:16]#[N:17].[NH2:20][C:19]1[N:13]([C:3]2[C:2]([Cl:1])=[CH:7][C:6]([C:8]([F:10])([F:11])[F:9])=[CH:5][C:4]=2[Cl:12])[N:14]=[C:15]([C:16]#[N:17])[CH:18]=1, predict the reactants needed to synthesize it. The reactants are: [Cl:1][C:2]1[CH:7]=[C:6]([C:8]([F:11])([F:10])[F:9])[CH:5]=[C:4]([Cl:12])[C:3]=1[NH:13][NH:14][CH:15]([CH2:18][C:19]#[N:20])[C:16]#[N:17]. (3) Given the product [CH2:1]([O:8][C:9]1[CH:10]=[C:11]([CH:14]=[CH:15][CH:16]=1)[CH2:12][Br:36])[C:2]1[CH:7]=[CH:6][CH:5]=[CH:4][CH:3]=1, predict the reactants needed to synthesize it. The reactants are: [CH2:1]([O:8][C:9]1[CH:10]=[C:11]([CH:14]=[CH:15][CH:16]=1)[CH2:12]O)[C:2]1[CH:7]=[CH:6][CH:5]=[CH:4][CH:3]=1.C1(P(C2C=CC=CC=2)C2C=CC=CC=2)C=CC=CC=1.[Br:36]N1C(=O)CCC1=O.